From a dataset of Full USPTO retrosynthesis dataset with 1.9M reactions from patents (1976-2016). Predict the reactants needed to synthesize the given product. (1) Given the product [CH3:1][N:2]([CH2:28][C:26]1[N:27]=[C:23]2[CH:22]=[CH:21][CH:20]=[C:19]([N:16]3[CH2:15][CH2:14][N:13]([CH3:12])[CH2:18][CH2:17]3)[N:24]2[CH:25]=1)[CH:3]1[C:7]2=[N:8][CH:9]=[CH:10][CH:11]=[C:6]2[CH2:5][CH2:4]1, predict the reactants needed to synthesize it. The reactants are: [CH3:1][NH:2][CH:3]1[C:7]2=[N:8][CH:9]=[CH:10][CH:11]=[C:6]2[CH2:5][CH2:4]1.[CH3:12][N:13]1[CH2:18][CH2:17][N:16]([C:19]2[N:24]3[CH:25]=[C:26]([CH:28]=O)[N:27]=[C:23]3[CH:22]=[CH:21][CH:20]=2)[CH2:15][CH2:14]1. (2) Given the product [CH3:1][O:2][C:3](=[O:17])[C:4]1[CH:9]=[CH:8][C:7]([C:23]#[C:22][Si:19]([CH3:21])([CH3:20])[CH3:18])=[C:6]([O:11][CH2:12][CH2:13][CH2:14][O:15][CH3:16])[CH:5]=1, predict the reactants needed to synthesize it. The reactants are: [CH3:1][O:2][C:3](=[O:17])[C:4]1[CH:9]=[CH:8][C:7](Br)=[C:6]([O:11][CH2:12][CH2:13][CH2:14][O:15][CH3:16])[CH:5]=1.[CH3:18][Si:19]([C:22]#[CH:23])([CH3:21])[CH3:20].